From a dataset of Full USPTO retrosynthesis dataset with 1.9M reactions from patents (1976-2016). Predict the reactants needed to synthesize the given product. (1) Given the product [Cl:1][C:2]1[CH:3]=[N:4][CH:5]=[C:6]([Cl:9])[C:7]=1[CH2:8][CH:25]([C:24]1[CH:27]=[CH:28][C:29]([O:30][CH3:31])=[C:22]([O:21][CH3:20])[CH:23]=1)[OH:26], predict the reactants needed to synthesize it. The reactants are: [Cl:1][C:2]1[CH:3]=[N:4][CH:5]=[C:6]([Cl:9])[C:7]=1[CH3:8].[Li]N([Si](C)(C)C)[Si](C)(C)C.[CH3:20][O:21][C:22]1[CH:23]=[C:24]([CH:27]=[CH:28][C:29]=1[O:30][CH3:31])[CH:25]=[O:26]. (2) Given the product [CH3:1][C:2]1[CH:7]=[CH:6][CH:5]=[C:4]([CH3:8])[C:3]=1[NH:9][C:10](=[O:42])[CH2:11][N:12]1[CH2:17][CH2:16][N:15]([CH2:18][CH:19]([OH:41])[CH2:20][O:47][C:48]2[CH:57]=[N:56][C:55]3[C:50](=[CH:51][CH:52]=[CH:53][CH:54]=3)[N:49]=2)[CH2:14][CH2:13]1, predict the reactants needed to synthesize it. The reactants are: [CH3:1][C:2]1[CH:7]=[CH:6][CH:5]=[C:4]([CH3:8])[C:3]=1[NH:9][C:10](=[O:42])[CH2:11][N:12]1[CH2:17][CH2:16][N:15]([CH2:18][CH:19]([OH:41])[CH2:20]OC2C=CC3OC(C4C=CC=C(C(F)(F)F)C=4)=NC=3C=2)[CH2:14][CH2:13]1.O1CC1C[O:47][C:48]1[CH:57]=[N:56][C:55]2[C:50](=[CH:51][CH:52]=[CH:53][CH:54]=2)[N:49]=1. (3) Given the product [C:3]([NH:7][S:8]([C:11]1[CH:16]=[C:15]([O:17][CH3:18])[CH:14]=[CH:13][C:12]=1[S:19]([NH2:2])(=[O:21])=[O:20])(=[O:10])=[O:9])([CH3:6])([CH3:5])[CH3:4], predict the reactants needed to synthesize it. The reactants are: [OH-].[NH4+:2].[C:3]([NH:7][S:8]([C:11]1[CH:16]=[C:15]([O:17][CH3:18])[CH:14]=[CH:13][C:12]=1[S:19](Cl)(=[O:21])=[O:20])(=[O:10])=[O:9])([CH3:6])([CH3:5])[CH3:4].